This data is from CYP2D6 inhibition data for predicting drug metabolism from PubChem BioAssay. The task is: Regression/Classification. Given a drug SMILES string, predict its absorption, distribution, metabolism, or excretion properties. Task type varies by dataset: regression for continuous measurements (e.g., permeability, clearance, half-life) or binary classification for categorical outcomes (e.g., BBB penetration, CYP inhibition). Dataset: cyp2d6_veith. (1) The drug is CC(=O)Nc1ccc(S(=O)(=O)NC2(C(F)(F)F)NC(=O)N(c3ccc(Cl)cc3)C2=O)cc1. The result is 0 (non-inhibitor). (2) The drug is Cc1ccccc1OC[C@H](O)CO. The result is 0 (non-inhibitor).